Dataset: Catalyst prediction with 721,799 reactions and 888 catalyst types from USPTO. Task: Predict which catalyst facilitates the given reaction. Reactant: [F:1][C:2]1[CH:3]=[C:4]([C:9]2[N:14]=[N:13][C:12]([NH2:15])=[CH:11][CH:10]=2)[CH:5]=[C:6]([F:8])[CH:7]=1.[CH3:16][C:17]([O:20][C:21](O[C:21]([O:20][C:17]([CH3:19])([CH3:18])[CH3:16])=[O:22])=[O:22])([CH3:19])[CH3:18]. Product: [F:1][C:2]1[CH:3]=[C:4]([C:9]2[N:14]=[N:13][C:12]([NH:15][C:21](=[O:22])[O:20][C:17]([CH3:19])([CH3:18])[CH3:16])=[CH:11][CH:10]=2)[CH:5]=[C:6]([F:8])[CH:7]=1. The catalyst class is: 107.